Dataset: Forward reaction prediction with 1.9M reactions from USPTO patents (1976-2016). Task: Predict the product of the given reaction. Given the reactants [NH2:1][C:2]1[CH:3]=[C:4]([CH:9]2[CH2:14][CH2:13][N:12]([C:15]([O:17]C(C)(C)C)=O)[CH2:11][CH2:10]2)[CH:5]=[N:6][C:7]=1[NH2:8].[CH2:22]([O:29][C:30]1[CH:38]=[CH:37][C:33]([C:34](O)=O)=[CH:32][CH:31]=1)[C:23]1[CH:28]=[CH:27][CH:26]=[CH:25][CH:24]=1.[CH3:39]CN(C(C)C)C(C)C.CN(C(ON1N=NC2C=CC=NC1=2)=[N+](C)C)C.F[P-](F)(F)(F)(F)F, predict the reaction product. The product is: [CH2:22]([O:29][C:30]1[CH:38]=[CH:37][C:33]([C:34]2[NH:8][C:7]3=[N:6][CH:5]=[C:4]([CH:9]4[CH2:10][CH2:11][N:12]([C:15](=[O:17])[CH3:39])[CH2:13][CH2:14]4)[CH:3]=[C:2]3[N:1]=2)=[CH:32][CH:31]=1)[C:23]1[CH:28]=[CH:27][CH:26]=[CH:25][CH:24]=1.